This data is from Full USPTO retrosynthesis dataset with 1.9M reactions from patents (1976-2016). The task is: Predict the reactants needed to synthesize the given product. (1) Given the product [CH2:1]1[C:9]2[C:4](=[CH:5][C:6]([NH:10][C:11]3[C:19]4[C:18]5[CH2:20][N:21]([C:24](=[O:26])[CH3:25])[CH2:22][CH2:23][C:17]=5[NH:16][C:15]=4[N:14]=[CH:13][CH:12]=3)=[CH:7][CH:8]=2)[CH2:3][CH2:2]1, predict the reactants needed to synthesize it. The reactants are: [CH2:1]1[C:9]2[C:4](=[CH:5][C:6]([NH:10][C:11]3[C:19]4[C:18]5[CH2:20][NH:21][CH2:22][CH2:23][C:17]=5[NH:16][C:15]=4[N:14]=[CH:13][CH:12]=3)=[CH:7][CH:8]=2)[CH2:3][CH2:2]1.[C:24](OC(=O)C)(=[O:26])[CH3:25].C(N(CC)CC)C. (2) The reactants are: [C:1]1([NH2:8])[CH:6]=[CH:5][C:4]([NH2:7])=[CH:3][CH:2]=1.[C:9]1(=O)[O:14][C:12](=[O:13])[CH:11]=[CH:10]1. Given the product [NH2:7][C:4]1[CH:5]=[CH:6][C:1]([N:8]2[C:12](=[O:13])[CH:11]=[CH:10][C:9]2=[O:14])=[CH:2][CH:3]=1, predict the reactants needed to synthesize it. (3) Given the product [F:15][C:16]1[CH:17]=[C:18]([CH:21]=[CH:22][CH:23]=1)[CH2:19][O:1][C:2]1[N:6]([C:7]2[CH:12]=[C:11]([C:13]#[N:14])[CH:10]=[CH:9][N:8]=2)[N:5]=[CH:4][CH:3]=1, predict the reactants needed to synthesize it. The reactants are: [OH:1][C:2]1[N:6]([C:7]2[CH:12]=[C:11]([C:13]#[N:14])[CH:10]=[CH:9][N:8]=2)[N:5]=[CH:4][CH:3]=1.[F:15][C:16]1[CH:17]=[C:18]([CH:21]=[CH:22][CH:23]=1)[CH2:19]O. (4) Given the product [CH3:11][C:8]1[CH:9]=[CH:10][C:2]([N:13]2[N:14]=[CH:15][CH:16]=[N:12]2)=[C:3]([CH:7]=1)[C:4]([Cl:30])=[O:6], predict the reactants needed to synthesize it. The reactants are: I[C:2]1[CH:10]=[CH:9][C:8]([CH3:11])=[CH:7][C:3]=1[C:4]([OH:6])=O.[NH:12]1[CH:16]=[CH:15][N:14]=[N:13]1.CN[C@@H]1CCCC[C@H]1NC.C(Cl)(=O)C([Cl:30])=O. (5) Given the product [F:28][C:29]1[CH:34]=[CH:33][C:32]([CH3:36])=[C:31]([CH:30]=1)[O:1][CH2:2][C:3]1[C:12]([C:13]2[CH:18]=[CH:17][C:16]([O:19][CH2:20][O:21][CH3:22])=[CH:15][C:14]=2[O:23][CH3:24])=[CH:11][CH:10]=[C:9]2[C:4]=1[C:5]([CH3:27])=[CH:6][C:7]([CH3:26])([CH3:25])[NH:8]2, predict the reactants needed to synthesize it. The reactants are: [OH:1][CH2:2][C:3]1[C:12]([C:13]2[CH:18]=[CH:17][C:16]([O:19][CH2:20][O:21][CH3:22])=[CH:15][C:14]=2[O:23][CH3:24])=[CH:11][CH:10]=[C:9]2[C:4]=1[C:5]([CH3:27])=[CH:6][C:7]([CH3:26])([CH3:25])[NH:8]2.[F:28][C:29]1[CH:30]=[CH:31][C:32]([CH3:36])=[C:33](O)[CH:34]=1.C(P(CCCC)CCCC)CCC.N(C(N1CCCCC1)=O)=NC(N1CCCCC1)=O.